Dataset: Full USPTO retrosynthesis dataset with 1.9M reactions from patents (1976-2016). Task: Predict the reactants needed to synthesize the given product. (1) Given the product [S:48]([OH:51])([OH:50])(=[O:49])=[O:47].[CH3:46][N:2]([CH3:1])[CH2:3][C:4]([O:6][C@H:7]([CH3:45])[CH2:8][N:9]1[C:13]([CH3:14])=[C:12]([C:15](=[O:37])[NH:16][C:17]2[CH:22]=[CH:21][C:20]([O:23][C:24]3[C:33]4[C:28](=[CH:29][C:30]([O:34][CH3:35])=[CH:31][CH:32]=4)[N:27]=[CH:26][CH:25]=3)=[C:19]([F:36])[CH:18]=2)[C:11](=[O:38])[N:10]1[C:39]1[CH:40]=[CH:41][CH:42]=[CH:43][CH:44]=1)=[O:5], predict the reactants needed to synthesize it. The reactants are: [CH3:1][N:2]([CH3:46])[CH2:3][C:4]([O:6][C@H:7]([CH3:45])[CH2:8][N:9]1[C:13]([CH3:14])=[C:12]([C:15](=[O:37])[NH:16][C:17]2[CH:22]=[CH:21][C:20]([O:23][C:24]3[C:33]4[C:28](=[CH:29][C:30]([O:34][CH3:35])=[CH:31][CH:32]=4)[N:27]=[CH:26][CH:25]=3)=[C:19]([F:36])[CH:18]=2)[C:11](=[O:38])[N:10]1[C:39]1[CH:44]=[CH:43][CH:42]=[CH:41][CH:40]=1)=[O:5].[OH:47][S:48]([OH:51])(=[O:50])=[O:49]. (2) Given the product [CH3:8][O:9][C:10](=[O:40])[CH2:11][C:13]1[C:21]2[C:16](=[CH:17][CH:18]=[CH:19][C:20]=2[F:22])[NH:15][C:14]=1[C:23]1[CH:28]=[CH:27][C:26]([Cl:29])=[C:25]([S:30](=[O:38])(=[O:39])[NH:31][CH:32]2[CH2:37][CH2:36][CH2:35][CH2:34][CH2:33]2)[CH:24]=1, predict the reactants needed to synthesize it. The reactants are: C([SiH](CC)CC)C.[CH3:8][O:9][C:10](=[O:40])[C:11]([C:13]1[C:21]2[C:16](=[CH:17][CH:18]=[CH:19][C:20]=2[F:22])[NH:15][C:14]=1[C:23]1[CH:28]=[CH:27][C:26]([Cl:29])=[C:25]([S:30](=[O:39])(=[O:38])[NH:31][CH:32]2[CH2:37][CH2:36][CH2:35][CH2:34][CH2:33]2)[CH:24]=1)=O. (3) Given the product [CH2:25]([O:32][C:33]1[CH:40]=[CH:39][C:36]([CH2:37][NH2:38])=[CH:35][C:34]=1[OH:41])[C:26]1[CH:31]=[CH:30][CH:29]=[CH:28][CH:27]=1, predict the reactants needed to synthesize it. The reactants are: C(OC1C=C(C=C(OCC2C=CC=CC=2)C=1)CN)C1C=CC=CC=1.[CH2:25]([O:32][C:33]1[CH:40]=[CH:39][C:36]([C:37]#[N:38])=[CH:35][C:34]=1[OH:41])[C:26]1[CH:31]=[CH:30][CH:29]=[CH:28][CH:27]=1. (4) Given the product [OH:3][CH2:4][CH2:5][O:6][NH:7][C:8]([C:10]1[N:18]([CH3:19])[C:17]2[CH:16]=[CH:15][N:14]=[CH:13][C:12]=2[C:11]=1[NH:20][C:21]1[CH:26]=[CH:25][C:24]([I:27])=[CH:23][C:22]=1[F:28])=[O:9], predict the reactants needed to synthesize it. The reactants are: C([O:3][CH2:4][CH2:5][O:6][NH:7][C:8]([C:10]1[N:18]([CH3:19])[C:17]2[CH:16]=[CH:15][N:14]=[CH:13][C:12]=2[C:11]=1[NH:20][C:21]1[CH:26]=[CH:25][C:24]([I:27])=[CH:23][C:22]=1[F:28])=[O:9])=C.Cl.C(=O)([O-])O.[Na+]. (5) The reactants are: Cl[C:2]1[N:7]2[N:8]=[C:9]([C:11]3[CH:16]=[CH:15][CH:14]=[CH:13][CH:12]=3)[CH:10]=[C:6]2[N:5]=[C:4]([CH3:17])[C:3]=1[CH:18]([CH2:23][CH2:24][CH3:25])[C:19]([O:21][CH3:22])=[O:20].B(O)(O)[C:27]1[CH:28]=[CH:29][C:30]([CH3:33])=[CH:31][CH:32]=1.C(N(C(C)C)CC)(C)C. Given the product [CH3:17][C:4]1[C:3]([CH:18]([CH2:23][CH2:24][CH3:25])[C:19]([O:21][CH3:22])=[O:20])=[C:2]([C:27]2[CH:32]=[CH:31][C:30]([CH3:33])=[CH:29][CH:28]=2)[N:7]2[N:8]=[C:9]([C:11]3[CH:16]=[CH:15][CH:14]=[CH:13][CH:12]=3)[CH:10]=[C:6]2[N:5]=1, predict the reactants needed to synthesize it. (6) Given the product [CH2:6]([C:10]1[N:11]=[C:12]([Cl:3])[C:13]2[NH:18][CH:17]=[CH:16][C:14]=2[N:15]=1)[CH2:7][CH2:8][CH3:9], predict the reactants needed to synthesize it. The reactants are: P(Cl)(Cl)([Cl:3])=O.[CH2:6]([C:10]1[NH:11][C:12](=O)[C:13]2[NH:18][CH:17]=[CH:16][C:14]=2[N:15]=1)[CH2:7][CH2:8][CH3:9].[OH-].[Na+].